Dataset: Catalyst prediction with 721,799 reactions and 888 catalyst types from USPTO. Task: Predict which catalyst facilitates the given reaction. (1) Reactant: Cl[C:2]1[C:3]2[C:10]([Cl:11])=[CH:9][S:8][C:4]=2[N:5]=[CH:6][N:7]=1.[NH2:12][CH2:13][CH2:14][C:15]1[CH:20]=[CH:19][C:18]([OH:21])=[C:17]([O:22][CH3:23])[CH:16]=1.C(N(CC)CC)C. The catalyst class is: 18. Product: [Cl:11][C:10]1[C:3]2[C:2]([NH:12][CH2:13][CH2:14][C:15]3[CH:20]=[CH:19][C:18]([OH:21])=[C:17]([O:22][CH3:23])[CH:16]=3)=[N:7][CH:6]=[N:5][C:4]=2[S:8][CH:9]=1. (2) Reactant: [NH:1]1[CH2:6][CH2:5][O:4][CH2:3][CH2:2]1.[CH3:7][O:8][C:9](=[O:20])[C:10]1[CH:15]=[C:14]([N+:16]([O-:18])=[O:17])[CH:13]=[CH:12][C:11]=1F.O. Product: [CH3:7][O:8][C:9](=[O:20])[C:10]1[CH:15]=[C:14]([N+:16]([O-:18])=[O:17])[CH:13]=[CH:12][C:11]=1[N:1]1[CH2:6][CH2:5][O:4][CH2:3][CH2:2]1. The catalyst class is: 16. (3) Reactant: C(OC([N:8]1[CH2:13][C@H:12]([CH3:14])[N:11]([CH3:15])[C@H:10]([CH3:16])[CH2:9]1)=O)(C)(C)C.FC(F)(F)C(O)=O.[OH-].[Na+]. Product: [CH3:16][C@H:10]1[N:11]([CH3:15])[C@@H:12]([CH3:14])[CH2:13][NH:8][CH2:9]1. The catalyst class is: 4. (4) Reactant: C([O:3][C:4]([C:6]1[NH:10][C:9]2[CH:11]=[C:12]([CH:14]=[O:15])[S:13][C:8]=2[CH:7]=1)=[O:5])C.[O-]S([O-])(=O)=O.[Mg+2]. Product: [CH:14]([C:12]1[S:13][C:8]2[CH:7]=[C:6]([C:4]([OH:5])=[O:3])[NH:10][C:9]=2[CH:11]=1)=[O:15]. The catalyst class is: 13. (5) Reactant: [N+:1]([C:4]1[CH:5]=[C:6]([CH:25]=[CH:26][CH:27]=1)[C:7]([NH:9][CH2:10][C:11]1[CH:12]=[C:13]([NH:17]C(=O)OC(C)(C)C)[CH:14]=[CH:15][CH:16]=1)=[O:8])([O-:3])=[O:2].[ClH:28]. Product: [ClH:28].[NH2:17][C:13]1[CH:12]=[C:11]([CH:16]=[CH:15][CH:14]=1)[CH2:10][NH:9][C:7](=[O:8])[C:6]1[CH:25]=[CH:26][CH:27]=[C:4]([N+:1]([O-:3])=[O:2])[CH:5]=1. The catalyst class is: 12. (6) Reactant: [C:1]([C:7]1[CH:8]=[N:9][CH:10]=[C:11]([CH:15]=1)[C:12]([OH:14])=[O:13])#[C:2][CH2:3][CH2:4][CH2:5][CH3:6]. Product: [CH2:1]([C:7]1[CH:8]=[N:9][CH:10]=[C:11]([CH:15]=1)[C:12]([OH:14])=[O:13])[CH2:2][CH2:3][CH2:4][CH2:5][CH3:6]. The catalyst class is: 45. (7) Reactant: O=[CH:2][CH2:3][CH2:4][N:5]1[C:13]2[C:8](=[CH:9][CH:10]=[C:11]([NH:14][C:15](=[O:30])[CH2:16][C:17]3[CH:22]=[CH:21][C:20]([O:23][C:24]4[CH:29]=[CH:28][CH:27]=[CH:26][CH:25]=4)=[CH:19][CH:18]=3)[CH:12]=2)[CH:7]=[N:6]1.[CH3:31][CH:32]1[CH2:37][CH2:36][CH2:35][NH:34][CH2:33]1.C(O)(=O)C. Product: [CH3:31][CH:32]1[CH2:37][CH2:36][CH2:35][N:34]([CH2:2][CH2:3][CH2:4][N:5]2[C:13]3[C:8](=[CH:9][CH:10]=[C:11]([NH:14][C:15](=[O:30])[CH2:16][C:17]4[CH:18]=[CH:19][C:20]([O:23][C:24]5[CH:29]=[CH:28][CH:27]=[CH:26][CH:25]=5)=[CH:21][CH:22]=4)[CH:12]=3)[CH:7]=[N:6]2)[CH2:33]1. The catalyst class is: 5.